Predict the reactants needed to synthesize the given product. From a dataset of Full USPTO retrosynthesis dataset with 1.9M reactions from patents (1976-2016). (1) The reactants are: ClN1[C:6](=[O:7])CCC1=O.C1(P(C2C=CC=CC=2)C2C=CC=CC=2)C=CC=CC=1.CN(C=O)C.[CH3:33][O:34][C:35]1[CH:43]=[CH:42][CH:41]=[C:40]2[C:36]=1[CH:37]=[CH:38][NH:39]2. Given the product [CH3:33][O:34][C:35]1[CH:43]=[CH:42][CH:41]=[C:40]2[C:36]=1[C:37]([CH:6]=[O:7])=[CH:38][NH:39]2, predict the reactants needed to synthesize it. (2) Given the product [CH3:3][C:4]1([CH3:46])[C:8](=[O:9])[N:7]([C:10]2[CH:15]=[CH:14][C:13]([N:16]([CH3:47])[C:17](=[O:19])[CH3:18])=[C:12]([C:20]([F:23])([F:22])[F:21])[CH:11]=2)[C:6](=[O:24])[N:5]1[CH2:25][CH2:26][CH2:27][CH2:28][CH2:29][CH2:30][CH2:31][CH2:32][CH2:33][S:34]([CH2:36][CH2:37][CH2:38][C:39]([F:45])([F:44])[C:40]([F:41])([F:42])[F:43])=[O:35], predict the reactants needed to synthesize it. The reactants are: [H-].[Na+].[CH3:3][C:4]1([CH3:46])[C:8](=[O:9])[N:7]([C:10]2[CH:15]=[CH:14][C:13]([NH:16][C:17](=[O:19])[CH3:18])=[C:12]([C:20]([F:23])([F:22])[F:21])[CH:11]=2)[C:6](=[O:24])[N:5]1[CH2:25][CH2:26][CH2:27][CH2:28][CH2:29][CH2:30][CH2:31][CH2:32][CH2:33][S:34]([CH2:36][CH2:37][CH2:38][C:39]([F:45])([F:44])[C:40]([F:43])([F:42])[F:41])=[O:35].[CH3:47]I.O. (3) Given the product [CH:23]1([N:27]2[CH2:28][CH2:29][N:30]([C:33]3[N:34]=[CH:35][N:36]=[C:37]([N:39]4[C:12](=[O:13])[C:11]([N:17]5[CH:21]=[CH:20][N:19]=[N:18]5)=[CH:10][NH:40]4)[CH:38]=3)[CH2:31][CH2:32]2)[CH2:24][CH2:25][CH2:26]1, predict the reactants needed to synthesize it. The reactants are: FC(F)(F)C(O)=O.CN(C)[CH:10]=[C:11]([N:17]1[CH:21]=[CH:20][N:19]=[N:18]1)[C:12](OCC)=[O:13].[CH:23]1([N:27]2[CH2:32][CH2:31][N:30]([C:33]3[CH:38]=[C:37]([NH:39][NH2:40])[N:36]=[CH:35][N:34]=3)[CH2:29][CH2:28]2)[CH2:26][CH2:25][CH2:24]1. (4) The reactants are: C([N:10]1[CH:15]=[CH:14][CH:13]=[CH:12][C:11]1=[O:16])([N:10]1[CH:15]=[CH:14][CH:13]=[CH:12][C:11]1=[O:16])=S.[Br:17][C:18]1[CH:24]=[CH:23][C:21]([NH2:22])=[CH:20][CH:19]=1.NC1[CH:27]=[C:28]([CH3:34])[CH:29]=C(C)C=1O.C1(N=C=NC2CCCCC2)CCCCC1. Given the product [Br:17][C:18]1[CH:24]=[CH:23][C:21]([NH:22][C:11]2[O:16][C:27]3[C:28]([CH3:34])=[CH:29][C:13]([CH3:12])=[CH:14][C:15]=3[N:10]=2)=[CH:20][CH:19]=1, predict the reactants needed to synthesize it.